This data is from Catalyst prediction with 721,799 reactions and 888 catalyst types from USPTO. The task is: Predict which catalyst facilitates the given reaction. (1) Reactant: [N:1]1[C:11]2[NH:10][C:9]3[CH:12]=[CH:13][CH:14]=[CH:15][C:8]=3[C:7](=O)[NH:6][C:5]=2[CH:4]=[CH:3][CH:2]=1.P(Cl)(Cl)(Cl)(Cl)[Cl:18]. Product: [Cl:18][C:7]1[C:8]2[CH:15]=[CH:14][CH:13]=[CH:12][C:9]=2[NH:10][C:11]2[N:1]=[CH:2][CH:3]=[CH:4][C:5]=2[N:6]=1. The catalyst class is: 4. (2) Reactant: [Si]([O:18][C:19]1[CH:67]=[CH:66][C:22]([O:23][CH2:24][C@@H:25]([OH:65])[CH2:26][NH:27][CH2:28][CH2:29][C:30]2[CH:64]=[CH:63][C:33]([NH:34][CH:35]3[CH2:40][CH2:39][N:38]([C:41]([N:43]4[CH2:48][CH2:47][CH:46]([C:49]5[CH:54]=[CH:53][C:52]([O:55][CH3:56])=[C:51]([O:57][CH:58]6[CH2:62][CH2:61][CH2:60][CH2:59]6)[CH:50]=5)[CH2:45][CH2:44]4)=[O:42])[CH2:37][CH2:36]3)=[CH:32][CH:31]=2)=[CH:21][CH:20]=1)(C(C)(C)C)(C1C=CC=CC=1)C1C=CC=CC=1. Product: [CH:58]1([O:57][C:51]2[CH:50]=[C:49]([CH:46]3[CH2:45][CH2:44][N:43]([C:41]([N:38]4[CH2:39][CH2:40][CH:35]([NH:34][C:33]5[CH:63]=[CH:64][C:30]([CH2:29][CH2:28][NH:27][CH2:26][C@H:25]([OH:65])[CH2:24][O:23][C:22]6[CH:66]=[CH:67][C:19]([OH:18])=[CH:20][CH:21]=6)=[CH:31][CH:32]=5)[CH2:36][CH2:37]4)=[O:42])[CH2:48][CH2:47]3)[CH:54]=[CH:53][C:52]=2[O:55][CH3:56])[CH2:62][CH2:61][CH2:60][CH2:59]1. The catalyst class is: 147.